This data is from Reaction yield outcomes from USPTO patents with 853,638 reactions. The task is: Predict the reaction yield, written as a fraction of the theoretical maximum amount of product (1.0 means a 100% yield; for example, 0.34 means a 34% yield). The reactants are [N:1]1([CH2:6][CH2:7][CH2:8][NH:9][C:10]([C@:12]23[CH2:47][CH2:46][C@@H:45]([C:48]([CH2:50][O:51][CH2:52][CH2:53][N:54]4[CH2:59][CH2:58][O:57][CH2:56][CH2:55]4)=[CH2:49])[C@@H:13]2[C@@H:14]2[C@@:27]([CH3:30])([CH2:28][CH2:29]3)[C@@:26]3([CH3:31])[C@@H:17]([C@:18]4([CH3:44])[C@@H:23]([CH2:24][CH2:25]3)[C:22]([CH3:33])([CH3:32])[C:21]([C:34]3[CH:43]=[CH:42][C:37]([C:38]([O:40]C)=[O:39])=[CH:36][CH:35]=3)=[CH:20][CH2:19]4)[CH2:16][CH2:15]2)=[O:11])[CH:5]=[CH:4][N:3]=[CH:2]1.[OH-].[Na+]. The catalyst is O1CCOCC1. The product is [N:1]1([CH2:6][CH2:7][CH2:8][NH:9][C:10]([C@:12]23[CH2:47][CH2:46][C@@H:45]([C:48]([CH2:50][O:51][CH2:52][CH2:53][N:54]4[CH2:55][CH2:56][O:57][CH2:58][CH2:59]4)=[CH2:49])[C@@H:13]2[C@@H:14]2[C@@:27]([CH3:30])([CH2:28][CH2:29]3)[C@@:26]3([CH3:31])[C@@H:17]([C@:18]4([CH3:44])[C@@H:23]([CH2:24][CH2:25]3)[C:22]([CH3:32])([CH3:33])[C:21]([C:34]3[CH:43]=[CH:42][C:37]([C:38]([OH:40])=[O:39])=[CH:36][CH:35]=3)=[CH:20][CH2:19]4)[CH2:16][CH2:15]2)=[O:11])[CH:5]=[CH:4][N:3]=[CH:2]1. The yield is 0.760.